From a dataset of Full USPTO retrosynthesis dataset with 1.9M reactions from patents (1976-2016). Predict the reactants needed to synthesize the given product. (1) Given the product [NH:12]1[C:13]2[C:18](=[CH:17][CH:16]=[CH:15][CH:14]=2)[C:10]([C:8](=[O:9])[CH:32]([NH:31][C:30]2[CH:45]=[CH:46][CH:47]=[C:28]([O:27][CH3:26])[CH:29]=2)[C:33]2[CH:34]=[CH:35][C:36]([C:39]3[CH:40]=[N:41][CH:42]=[N:43][CH:44]=3)=[CH:37][CH:38]=2)=[CH:11]1, predict the reactants needed to synthesize it. The reactants are: C(N(CC)CC)C.[CH:8]([C:10]1[C:18]2[C:13](=[CH:14][CH:15]=[CH:16][CH:17]=2)[N:12](C(OC(C)(C)C)=O)[CH:11]=1)=[O:9].[CH3:26][O:27][C:28]1[CH:29]=[C:30]([CH:45]=[CH:46][CH:47]=1)[N:31]=[CH:32][C:33]1[CH:38]=[CH:37][C:36]([C:39]2[CH:40]=[N:41][CH:42]=[N:43][CH:44]=2)=[CH:35][CH:34]=1. (2) Given the product [Br:1][C:2]1[CH:7]=[CH:6][C:5]([CH2:8][CH3:9])=[C:4]([CH:3]=1)[CH:18]=[O:19], predict the reactants needed to synthesize it. The reactants are: [Br:1][C:2]1[CH:7]=[CH:6][C:5]([CH2:8][CH3:9])=[C:4](I)[CH:3]=1.C([Mg]Cl)(C)C.CN(C)[CH:18]=[O:19].Cl. (3) Given the product [CH3:1][C@H:2]1[CH2:7][C:6]([C:26]2[CH:27]=[CH:28][C:29]([CH2:32][N:33]3[C:41]4[C:36](=[CH:37][C:38]([S:42]([CH3:45])(=[O:43])=[O:44])=[CH:39][CH:40]=4)[CH:35]=[CH:34]3)=[N:30][CH:31]=2)=[CH:5][C@H:4]([CH3:17])[N:3]1[C:18]([O:20][C:21]([CH3:22])([CH3:23])[CH3:24])=[O:19], predict the reactants needed to synthesize it. The reactants are: [CH3:1][C@H:2]1[CH2:7][C:6](B2OC(C)(C)C(C)(C)O2)=[CH:5][C@H:4]([CH3:17])[N:3]1[C:18]([O:20][C:21]([CH3:24])([CH3:23])[CH3:22])=[O:19].Br[C:26]1[CH:27]=[CH:28][C:29]([CH2:32][N:33]2[C:41]3[C:36](=[CH:37][C:38]([S:42]([CH3:45])(=[O:44])=[O:43])=[CH:39][CH:40]=3)[CH:35]=[CH:34]2)=[N:30][CH:31]=1. (4) Given the product [OH:25][CH2:24][CH:23]([NH:22][C:2]1[CH:3]=[C:4]2[C:9](=[CH:10][C:11]=1[N+:12]([O-:14])=[O:13])[NH:8][C:7](=[O:15])[N:6]([NH:16][S:17]([CH3:20])(=[O:19])=[O:18])[C:5]2=[O:21])[CH2:26][C:27]1[C:35]2[C:30](=[CH:31][CH:32]=[CH:33][CH:34]=2)[NH:29][CH:28]=1, predict the reactants needed to synthesize it. The reactants are: F[C:2]1[CH:3]=[C:4]2[C:9](=[CH:10][C:11]=1[N+:12]([O-:14])=[O:13])[NH:8][C:7](=[O:15])[N:6]([NH:16][S:17]([CH3:20])(=[O:19])=[O:18])[C:5]2=[O:21].[NH2:22][CH:23]([CH2:26][C:27]1[C:35]2[C:30](=[CH:31][CH:32]=[CH:33][CH:34]=2)[NH:29][CH:28]=1)[CH2:24][OH:25]. (5) Given the product [N:18]1[CH:19]=[CH:20][C:15]([CH2:14][C:11]2([C:21]#[N:22])[CH2:12][CH2:13][NH:8][CH2:9][CH2:10]2)=[CH:16][CH:17]=1, predict the reactants needed to synthesize it. The reactants are: C(OC([N:8]1[CH2:13][CH2:12][C:11]([C:21]#[N:22])([CH2:14][C:15]2[CH:20]=[CH:19][N:18]=[CH:17][CH:16]=2)[CH2:10][CH2:9]1)=O)(C)(C)C.C(O)(C(F)(F)F)=O. (6) Given the product [NH2:12][C@H:8]([CH2:1][C:2]1[CH:7]=[CH:6][CH:5]=[CH:4][CH:3]=1)[CH:9]([OH:11])[CH3:10], predict the reactants needed to synthesize it. The reactants are: [CH2:1]([C@@H:8]([NH:12]C(=O)OC(C)(C)C)[CH:9]([OH:11])[CH3:10])[C:2]1[CH:7]=[CH:6][CH:5]=[CH:4][CH:3]=1.C(=O)([O-])[O-].[K+].[K+].